Dataset: Forward reaction prediction with 1.9M reactions from USPTO patents (1976-2016). Task: Predict the product of the given reaction. (1) Given the reactants [N:1]1([C:7]2[CH:14]=[CH:13][C:10]([C:11]#[N:12])=[CH:9][N:8]=2)[CH2:6][CH2:5][NH:4][CH2:3][CH2:2]1.[F:15][C:16]([F:34])([F:33])[C:17]([C:19]1[S:23][C:22]([C:24]2[CH:25]=[C:26]([CH:30]=[CH:31][CH:32]=2)[C:27](O)=[O:28])=[CH:21][CH:20]=1)=[O:18], predict the reaction product. The product is: [F:34][C:16]([F:15])([F:33])[C:17]([C:19]1[S:23][C:22]([C:24]2[CH:25]=[C:26]([CH:30]=[CH:31][CH:32]=2)[C:27]([N:4]2[CH2:3][CH2:2][N:1]([C:7]3[CH:14]=[CH:13][C:10]([C:11]#[N:12])=[CH:9][N:8]=3)[CH2:6][CH2:5]2)=[O:28])=[CH:21][CH:20]=1)=[O:18]. (2) Given the reactants Br[CH:2]([C:8]1[CH:13]=[CH:12][CH:11]=[CH:10][CH:9]=1)[C:3]([O:5]CC)=[O:4].[NH2:14][C:15]1[CH:19]=[CH:18][S:17][C:16]=1[C:20]([NH2:22])=[O:21].[OH-].[Na+], predict the reaction product. The product is: [C:20]([C:16]1[S:17][CH:18]=[CH:19][C:15]=1[NH:14][CH:2]([C:8]1[CH:9]=[CH:10][CH:11]=[CH:12][CH:13]=1)[C:3]([OH:5])=[O:4])(=[O:21])[NH2:22]. (3) Given the reactants [N+:1]([C:4]1[CH:9]=[CH:8][C:7]([CH:10]2[CH2:15][CH2:14][N:13]([CH2:16][CH2:17]O)[CH2:12][CH2:11]2)=[CH:6][CH:5]=1)([O-:3])=[O:2].CCN(S(F)(F)[F:25])CC, predict the reaction product. The product is: [F:25][CH2:17][CH2:16][N:13]1[CH2:14][CH2:15][CH:10]([C:7]2[CH:8]=[CH:9][C:4]([N+:1]([O-:3])=[O:2])=[CH:5][CH:6]=2)[CH2:11][CH2:12]1. (4) Given the reactants [Cl:1][C:2]1[CH:9]=[CH:8][CH:7]=[CH:6][C:3]=1[CH:4]=O.[F:10][C:11]1[CH:12]=[C:13]([NH2:17])[CH:14]=[CH:15][CH:16]=1.[C:18]([O:22][C:23]([N:25]1[CH2:29][C@@H:28]([C:30]([OH:32])=O)[NH:27][C:26]1=[O:33])=[O:24])([CH3:21])([CH3:20])[CH3:19].[F:34][C:35]1([F:41])[CH2:38][CH:37]([N+:39]#[C-:40])[CH2:36]1.C[OH:43], predict the reaction product. The product is: [Cl:1][C:2]1[CH:9]=[CH:8][CH:7]=[CH:6][C:3]=1[CH:4]([N:17]([C:13]1[CH:14]=[CH:15][CH:16]=[C:11]([F:10])[CH:12]=1)[C:30]([C@@H:28]1[CH2:29][N:25]([C:23]([O:22][C:18]([CH3:19])([CH3:20])[CH3:21])=[O:24])[C:26](=[O:33])[NH:27]1)=[O:32])[C:40]([NH:39][CH:37]1[CH2:38][C:35]([F:41])([F:34])[CH2:36]1)=[O:43].